This data is from Reaction yield outcomes from USPTO patents with 853,638 reactions. The task is: Predict the reaction yield, written as a fraction of the theoretical maximum amount of product (1.0 means a 100% yield; for example, 0.34 means a 34% yield). (1) The product is [CH2:6]([O:13][CH2:14][C@H:15]([NH:16][C:2](=[O:5])[CH3:3])[C:17]1[NH:21][C:20]2[CH:22]=[CH:23][C:24]([O:26][C:27]3[CH:28]=[CH:29][C:30]([F:33])=[CH:31][CH:32]=3)=[CH:25][C:19]=2[N:18]=1)[C:7]1[CH:12]=[CH:11][CH:10]=[CH:9][CH:8]=1. No catalyst specified. The reactants are Cl.[C:2]([OH:5])(=O)[CH3:3].[CH2:6]([O:13][CH2:14][C@@H:15]([C:17]1[NH:21][C:20]2[CH:22]=[CH:23][C:24]([O:26][C:27]3[CH:32]=[CH:31][C:30]([F:33])=[CH:29][CH:28]=3)=[CH:25][C:19]=2[N:18]=1)[NH2:16])[C:7]1[CH:12]=[CH:11][CH:10]=[CH:9][CH:8]=1. The yield is 0.320. (2) The reactants are [N+:1]([C:4]1[CH:9]=[CH:8][CH:7]=[CH:6][C:5]=1[N:10]1[CH:14]=[CH:13][CH:12]=[C:11]1[CH:15]=[CH:16][CH:17]1OCC[O:18]1)([O-:3])=[O:2].Cl. The catalyst is C(OCC)C. The product is [N+:1]([C:4]1[CH:9]=[CH:8][CH:7]=[CH:6][C:5]=1[N:10]1[CH:14]=[CH:13][CH:12]=[C:11]1[CH:15]=[CH:16][CH:17]=[O:18])([O-:3])=[O:2]. The yield is 0.910. (3) The reactants are [CH2:1]([O:3][C:4]([CH:6]1[CH2:11][C:10](=[O:12])[CH:9]=[CH:8][O:7]1)=[O:5])[CH3:2]. The catalyst is C(OCC)(=O)C.[Pd]. The product is [CH2:1]([O:3][C:4]([CH:6]1[CH2:11][C:10](=[O:12])[CH2:9][CH2:8][O:7]1)=[O:5])[CH3:2]. The yield is 0.330. (4) The reactants are [F:1][C:2]1[CH:3]=[C:4]([CH:6]=[CH:7][C:8]=1[O:9][C:10]1[CH:15]=[CH:14][N:13]=[C:12]([C:16]2[CH:17]=[N:18][N:19]([CH3:21])[CH:20]=2)[CH:11]=1)[NH2:5].[O:22]=[C:23]1[N:27]([CH:28]2[CH2:33][CH2:32][O:31][CH2:30][CH2:29]2)[CH2:26][CH2:25][N:24]1[C:34](Cl)=[O:35].O. The catalyst is C(Cl)Cl. The product is [F:1][C:2]1[CH:3]=[C:4]([NH:5][C:34]([N:24]2[CH2:25][CH2:26][N:27]([CH:28]3[CH2:33][CH2:32][O:31][CH2:30][CH2:29]3)[C:23]2=[O:22])=[O:35])[CH:6]=[CH:7][C:8]=1[O:9][C:10]1[CH:15]=[CH:14][N:13]=[C:12]([C:16]2[CH:17]=[N:18][N:19]([CH3:21])[CH:20]=2)[CH:11]=1. The yield is 0.610. (5) The reactants are [CH2:1]1CCCCC1.Cl[C:8]([C:14]1[C:19]([F:20])=[CH:18][C:17]([O:21][CH3:22])=[CH:16][C:15]=1[F:23])([CH3:13])[C:9]([F:12])([F:11])[F:10].C[Al](C)C. The catalyst is CCCCCC. The product is [F:23][C:15]1[CH:16]=[C:17]([O:21][CH3:22])[CH:18]=[C:19]([F:20])[C:14]=1[C:8]([CH3:1])([CH3:13])[C:9]([F:12])([F:11])[F:10]. The yield is 0.970. (6) The reactants are [Cl:1][C:2]1[CH:7]=[CH:6][CH:5]=[C:4]([CH2:8][N:9]2[CH2:14][CH2:13][NH:12][CH2:11][CH2:10]2)[C:3]=1[N:15]1[CH2:20][CH2:19][O:18][CH2:17][CH2:16]1.[C:21](=O)([O:30]N1C(=O)CCC1=O)[O:22][N:23]1[C:27](=[O:28])[CH2:26][CH2:25][C:24]1=[O:29].ClCCl.C(N(CC)C(C)C)(C)C. The catalyst is O. The product is [Cl:1][C:2]1[C:3]([N:15]2[CH2:20][CH2:19][O:18][CH2:17][CH2:16]2)=[C:4]([CH2:8][N:9]2[CH2:14][CH2:13][N:12]([C:21]([O:22][N:23]3[C:27](=[O:28])[CH2:26][CH2:25][C:24]3=[O:29])=[O:30])[CH2:11][CH2:10]2)[CH:5]=[CH:6][CH:7]=1. The yield is 0.270. (7) The product is [S:22]([C:25]1[CH:30]=[CH:29][C:28]([CH3:31])=[CH:27][CH:26]=1)([OH:24])(=[O:23])=[O:21].[CH3:1][CH:2]1[N:6]([CH3:20])[C:5]2[CH:7]=[CH:8][C:9]([S:11]([N:14]3[CH2:19][CH2:18][CH2:17][CH2:16][CH2:15]3)(=[O:12])=[O:13])=[CH:10][C:4]=2[S:3]1. No catalyst specified. The reactants are [CH3:1][C:2]1[S:3][C:4]2[CH:10]=[C:9]([S:11]([N:14]3[CH2:19][CH2:18][CH2:17][CH2:16][CH2:15]3)(=[O:13])=[O:12])[CH:8]=[CH:7][C:5]=2[N:6]=1.[CH3:20][O:21][S:22]([C:25]1[CH:30]=[CH:29][C:28]([CH3:31])=[CH:27][CH:26]=1)(=[O:24])=[O:23]. The yield is 0.860.